Dataset: Catalyst prediction with 721,799 reactions and 888 catalyst types from USPTO. Task: Predict which catalyst facilitates the given reaction. Reactant: [N+:1]([C:4]1[CH:5]=[CH:6][C:7]([CH:10]=O)=[N:8][CH:9]=1)([O-:3])=[O:2].[CH3:12][O:13][C@H:14]1[CH2:18][CH2:17][N:16](CC2N=CC(N)=CC=2)[CH2:15]1.CO[C@H]1CCNC1.C(O)(=O)C.C(O[BH-](OC(=O)C)OC(=O)C)(=O)C.[Na+].C([O-])(O)=O.[Na+]. Product: [CH3:12][O:13][C@H:14]1[CH2:18][CH2:17][N:16]([CH2:10][C:7]2[CH:6]=[CH:5][C:4]([N+:1]([O-:3])=[O:2])=[CH:9][N:8]=2)[CH2:15]1. The catalyst class is: 46.